The task is: Predict which catalyst facilitates the given reaction.. This data is from Catalyst prediction with 721,799 reactions and 888 catalyst types from USPTO. (1) Reactant: [C:1]([O:5][C:6]([CH:8]1[CH2:13][CH2:12][N:11]([C:14]2[NH:19][C:18](=[O:20])[C:17]([C:21]([O:23][CH2:24][CH3:25])=[O:22])=[CH:16][C:15]=2[C:26]#[N:27])[CH2:10][CH2:9]1)=[O:7])([CH3:4])([CH3:3])[CH3:2].[O:28](S(C(F)(F)F)(=O)=O)[S:29]([C:32]([F:35])([F:34])[F:33])(=O)=[O:30].C([O-])(O)=O.[Na+]. Product: [C:1]([O:5][C:6]([CH:8]1[CH2:13][CH2:12][N:11]([C:14]2[C:15]([C:26]#[N:27])=[CH:16][C:17]([C:21]([O:23][CH2:24][CH3:25])=[O:22])=[C:18]([O:20][S:29]([C:32]([F:35])([F:34])[F:33])(=[O:30])=[O:28])[N:19]=2)[CH2:10][CH2:9]1)=[O:7])([CH3:2])([CH3:4])[CH3:3]. The catalyst class is: 2. (2) Reactant: [CH3:1][C:2]1[CH:3]=[N:4][CH:5]=[CH:6][C:7]=1[CH3:8].ClC1C=CC=C(C(OO)=[O:17])C=1.[O-]S([O-])(=S)=O.[Na+].[Na+]. Product: [CH3:1][C:2]1[CH:3]=[N+:4]([O-:17])[CH:5]=[CH:6][C:7]=1[CH3:8]. The catalyst class is: 22. (3) Reactant: C([O:3][C:4](=[O:42])[C:5]([CH3:41])([O:7][C:8]1[CH:13]=[CH:12][C:11]([CH2:14][N:15]([C:24]2[N:25]([CH3:39])[N:26]=[C:27]([C:29]3[CH:34]=[CH:33][C:32]([C:35]([F:38])([F:37])[F:36])=[CH:31][CH:30]=3)[CH:28]=2)[CH2:16][C:17]2[CH:22]=[CH:21][CH:20]=[CH:19][C:18]=2[F:23])=[CH:10][C:9]=1[CH3:40])[CH3:6])C.[OH-].[Na+]. Product: [CH3:41][C:5]([O:7][C:8]1[CH:13]=[CH:12][C:11]([CH2:14][N:15]([C:24]2[N:25]([CH3:39])[N:26]=[C:27]([C:29]3[CH:30]=[CH:31][C:32]([C:35]([F:38])([F:36])[F:37])=[CH:33][CH:34]=3)[CH:28]=2)[CH2:16][C:17]2[CH:22]=[CH:21][CH:20]=[CH:19][C:18]=2[F:23])=[CH:10][C:9]=1[CH3:40])([CH3:6])[C:4]([OH:42])=[O:3]. The catalyst class is: 14. (4) Product: [C:1]([C:4]1[C:8]([CH2:9][C:10]2[CH:15]=[CH:14][CH:13]=[CH:12][C:11]=2[S:16]([C:19]2[CH:24]=[CH:23][CH:22]=[CH:21][CH:20]=2)(=[O:17])=[O:18])=[C:7]([CH3:25])[N:6]([CH2:26][C:27]([OH:29])=[O:28])[C:5]=1[CH3:32])(=[O:3])[CH3:2]. The catalyst class is: 200. Reactant: [C:1]([C:4]1[C:8]([CH2:9][C:10]2[CH:15]=[CH:14][CH:13]=[CH:12][C:11]=2[S:16]([C:19]2[CH:24]=[CH:23][CH:22]=[CH:21][CH:20]=2)(=[O:18])=[O:17])=[C:7]([CH3:25])[N:6]([CH2:26][C:27]([O:29]CC)=[O:28])[C:5]=1[CH3:32])(=[O:3])[CH3:2].[Li+].[OH-].CCOC(C)=O.Cl. (5) Reactant: Br[C:2]1[CH:3]=[C:4]([CH:8]=[C:9]2[CH2:15][CH:14]3[N:16]([CH3:17])[CH:11]([CH2:12][CH2:13]3)[CH2:10]2)[CH:5]=[CH:6][CH:7]=1.[C:18]([C:20]1[CH:21]=[C:22](B(O)O)[CH:23]=[CH:24][CH:25]=1)#[N:19].C([O-])([O-])=O.[K+].[K+]. Product: [CH3:17][N:16]1[CH:14]2[CH2:13][CH2:12][CH:11]1[CH2:10][C:9](=[CH:8][C:4]1[CH:3]=[C:2]([C:24]3[CH:23]=[CH:22][CH:21]=[C:20]([C:18]#[N:19])[CH:25]=3)[CH:7]=[CH:6][CH:5]=1)[CH2:15]2. The catalyst class is: 38. (6) Reactant: [NH:1]1[C:9]2[C:4](=[CH:5][CH:6]=[CH:7][CH:8]=2)[C:3]([C:10]([OH:12])=[O:11])=[CH:2]1.C(=O)([O-])[O-].[Cs+].[Cs+].[CH2:19](Br)[C:20]1[CH:25]=[CH:24][CH:23]=[CH:22][CH:21]=1.O. Product: [CH2:19]([O:11][C:10]([C:3]1[C:4]2[C:9](=[CH:8][CH:7]=[CH:6][CH:5]=2)[NH:1][CH:2]=1)=[O:12])[C:20]1[CH:25]=[CH:24][CH:23]=[CH:22][CH:21]=1. The catalyst class is: 31.